The task is: Predict the reaction yield, written as a fraction of the theoretical maximum amount of product (1.0 means a 100% yield; for example, 0.34 means a 34% yield).. This data is from Reaction yield outcomes from USPTO patents with 853,638 reactions. (1) The reactants are [N:1]1([C:9]([O:11][C:12]([CH3:15])([CH3:14])[CH3:13])=[O:10])[CH2:5][CH2:4][C@H:3]2[CH2:6][NH:7][CH2:8][C@@H:2]12.Br[C:17]1[CH:18]=[C:19]([CH3:24])[C:20]([Cl:23])=[N:21][CH:22]=1. No catalyst specified. The product is [Cl:23][C:20]1[N:21]=[CH:22][C:17]([N:7]2[CH2:6][C@H:3]3[C@H:2]([N:1]([C:9]([O:11][C:12]([CH3:15])([CH3:14])[CH3:13])=[O:10])[CH2:5][CH2:4]3)[CH2:8]2)=[CH:18][C:19]=1[CH3:24]. The yield is 0.410. (2) The reactants are [C:1]([C:3]1[CH:8]=[CH:7][C:6]([SH:9])=[CH:5][CH:4]=1)#[N:2].[Br:10][CH2:11][CH2:12][CH2:13]Br.C([O-])([O-])=O.[K+].[K+]. The catalyst is CC#N. The product is [Br:10][CH2:11][CH2:12][CH2:13][S:9][C:6]1[CH:7]=[CH:8][C:3]([C:1]#[N:2])=[CH:4][CH:5]=1. The yield is 0.620.